This data is from Catalyst prediction with 721,799 reactions and 888 catalyst types from USPTO. The task is: Predict which catalyst facilitates the given reaction. (1) Reactant: [CH2:1]([N:8]1[CH2:13][CH2:12][C@H:11]([C:14](=[N:16]O)[CH3:15])[C@@H:10]([C:18]2[CH:23]=[CH:22][C:21]([Cl:24])=[CH:20][CH:19]=2)[CH2:9]1)[C:2]1[CH:7]=[CH:6][CH:5]=[CH:4][CH:3]=1. Product: [CH2:1]([N:8]1[CH2:13][CH2:12][C@H:11]([CH:14]([NH2:16])[CH3:15])[C@@H:10]([C:18]2[CH:23]=[CH:22][C:21]([Cl:24])=[CH:20][CH:19]=2)[CH2:9]1)[C:2]1[CH:3]=[CH:4][CH:5]=[CH:6][CH:7]=1. The catalyst class is: 94. (2) Reactant: Cl[CH2:2][CH2:3][CH2:4][CH2:5][CH:6]([C:18]1[NH:22][N:21]=[C:20]([NH:23][C:24]2[CH:29]=[CH:28][C:27]([N:30]3[CH:34]=[C:33]([Cl:35])[N:32]=[CH:31]3)=[C:26]([O:36][CH3:37])[CH:25]=2)[N:19]=1)[C:7]1[CH:12]=[CH:11][C:10]([O:13][CH2:14][CH:15]([F:17])[F:16])=[CH:9][CH:8]=1.[I-].[Na+]. Product: [Cl:35][C:33]1[N:32]=[CH:31][N:30]([C:27]2[CH:28]=[CH:29][C:24]([NH:23][C:20]3[N:19]=[C:18]4[CH:6]([C:7]5[CH:12]=[CH:11][C:10]([O:13][CH2:14][CH:15]([F:17])[F:16])=[CH:9][CH:8]=5)[CH2:5][CH2:4][CH2:3][CH2:2][N:22]4[N:21]=3)=[CH:25][C:26]=2[O:36][CH3:37])[CH:34]=1. The catalyst class is: 21. (3) Reactant: [Cl:1][C:2]1[CH:7]=[CH:6][C:5]([C:8]2([OH:33])[CH2:13][CH2:12][N:11]([CH2:14][CH2:15][CH:16]=[C:17]3[C:23]4[CH:24]=[CH:25][CH:26]=[CH:27][C:22]=4[CH2:21][O:20][C:19]4[CH:28]=[CH:29][C:30]([OH:32])=[CH:31][C:18]3=4)[CH2:10][CH2:9]2)=[CH:4][CH:3]=1.[H-].[Na+].[CH2:36](I)[CH3:37].O. Product: [Cl:1][C:2]1[CH:7]=[CH:6][C:5]([C:8]2([OH:33])[CH2:9][CH2:10][N:11]([CH2:14][CH2:15][CH:16]=[C:17]3[C:23]4[CH:24]=[CH:25][CH:26]=[CH:27][C:22]=4[CH2:21][O:20][C:19]4[CH:28]=[CH:29][C:30]([O:32][CH2:36][CH3:37])=[CH:31][C:18]3=4)[CH2:12][CH2:13]2)=[CH:4][CH:3]=1. The catalyst class is: 39. (4) Reactant: [CH3:1][O:2][C:3]1[C:8]([C:9]([N:11]2[CH2:15][CH2:14][S:13][C:12]2=[S:16])=[O:10])=[CH:7][C:6]([C:17]([N:19]2CCS[C:20]2=S)=[O:18])=[CH:5][C:4]=1[C:25]([N:27]1[CH2:31][CH2:30][S:29][C:28]1=[S:32])=[O:26].CN.C(O)(C)C.CO. Product: [CH3:1][O:2][C:3]1[C:4]([C:25]([N:27]2[CH2:31][CH2:30][S:29][C:28]2=[S:32])=[O:26])=[CH:5][C:6]([C:17]([NH:19][CH3:20])=[O:18])=[CH:7][C:8]=1[C:9]([N:11]1[CH2:15][CH2:14][S:13][C:12]1=[S:16])=[O:10]. The catalyst class is: 4. (5) Reactant: [CH3:1][O:2][C:3]1[CH:4]=[C:5]([N:11]2[CH2:20][C:19]3[C:14](=[N:15][C:16](S(C)=O)=[N:17][CH:18]=3)[NH:13][C:12]2=[O:24])[CH:6]=[C:7]([O:9][CH3:10])[CH:8]=1.[CH2:25]([N:27]([CH2:30][CH2:31][CH2:32][CH2:33][NH2:34])[CH2:28][CH3:29])[CH3:26].C12(CS(O)(=O)=O)C(C)(C)C(CC1)CC2=O. Product: [CH2:25]([N:27]([CH2:28][CH3:29])[CH2:30][CH2:31][CH2:32][CH2:33][NH:34][C:16]1[N:15]=[C:14]2[NH:13][C:12](=[O:24])[N:11]([C:5]3[CH:4]=[C:3]([O:2][CH3:1])[CH:8]=[C:7]([O:9][CH3:10])[CH:6]=3)[CH2:20][C:19]2=[CH:18][N:17]=1)[CH3:26]. The catalyst class is: 12.